Dataset: Full USPTO retrosynthesis dataset with 1.9M reactions from patents (1976-2016). Task: Predict the reactants needed to synthesize the given product. (1) Given the product [C:30]([O:29][C:27]([N:34]1[CH2:40][CH2:39][CH2:38][C@H:35]1[CH2:36][NH:5][C:6]1[CH:11]=[CH:10][C:9]([C:12]2[CH:13]=[CH:14][CH:15]=[CH:16][CH:17]=2)=[CH:8][C:7]=1[O:18][C:19]1[CH:20]=[CH:21][C:22]([C:23]#[N:24])=[CH:25][CH:26]=1)=[O:28])([CH3:33])([CH3:31])[CH3:32], predict the reactants needed to synthesize it. The reactants are: [BH3-]C#N.[Na+].[NH2:5][C:6]1[CH:11]=[CH:10][C:9]([C:12]2[CH:17]=[CH:16][CH:15]=[CH:14][CH:13]=2)=[CH:8][C:7]=1[O:18][C:19]1[CH:26]=[CH:25][C:22]([C:23]#[N:24])=[CH:21][CH:20]=1.[C:27]([N:34]1[CH2:40][CH2:39][CH2:38][C@H:35]1[CH:36]=O)([O:29][C:30]([CH3:33])([CH3:32])[CH3:31])=[O:28]. (2) Given the product [CH3:6][CH:7]1[NH:8][CH:9]([CH3:13])[CH2:10][N:11]([S:2]([CH3:1])(=[O:4])=[O:3])[CH2:12]1, predict the reactants needed to synthesize it. The reactants are: [CH3:1][S:2](Cl)(=[O:4])=[O:3].[CH3:6][CH:7]1[CH2:12][NH:11][CH2:10][CH:9]([CH3:13])[NH:8]1.C(N(CC)CC)C. (3) Given the product [N:1]1[CH:6]=[CH:5][CH:4]=[C:3]([NH:7][C:8]([C:10]2[CH:11]=[C:12]3[C:16](=[CH:17][CH:18]=2)[NH:15][C:14]2[C:19](=[O:25])[NH:20][CH2:21][CH2:22][C:23](=[N:27][NH:26][C:28]4[CH:33]=[CH:32][CH:31]=[CH:30][N:29]=4)[C:13]3=2)=[O:9])[CH:2]=1, predict the reactants needed to synthesize it. The reactants are: [N:1]1[CH:6]=[CH:5][CH:4]=[C:3]([NH:7][C:8]([C:10]2[CH:11]=[C:12]3[C:16](=[CH:17][CH:18]=2)[NH:15][C:14]2[C:19](=[O:25])[NH:20][CH2:21][CH2:22][C:23](=O)[C:13]3=2)=[O:9])[CH:2]=1.[NH:26]([C:28]1[CH:33]=[CH:32][CH:31]=[CH:30][N:29]=1)[NH2:27]. (4) Given the product [Cl:1][C:2]1[CH:3]=[CH:4][C:5]2[N:6]([CH:10]=[C:11]([CH2:12][C:13]([O:15][CH2:16][CH3:17])=[O:14])[N:8]=2)[CH:7]=1, predict the reactants needed to synthesize it. The reactants are: [Cl:1][C:2]1[CH:3]=[CH:4][C:5]([NH2:8])=[N:6][CH:7]=1.Cl[CH2:10][C:11](=O)[CH2:12][C:13]([O:15][CH2:16][CH3:17])=[O:14]. (5) Given the product [NH2:17][C:14]1[CH:15]=[CH:16][C:11]([C:10]2[C:3]3[C:4](=[N:5][CH:6]=[N:7][C:2]=3[NH2:1])[N:8]([C@H:26]3[CH2:31][CH2:30][C@H:29]([N:32]4[CH2:33][CH2:34][N:35]([CH3:38])[CH2:36][CH2:37]4)[CH2:28][CH2:27]3)[N:9]=2)=[CH:12][C:13]=1[Cl:25], predict the reactants needed to synthesize it. The reactants are: [NH2:1][C:2]1[N:7]=[CH:6][N:5]=[C:4]2[N:8]([C@H:26]3[CH2:31][CH2:30][C@H:29]([N:32]4[CH2:37][CH2:36][N:35]([CH3:38])[CH2:34][CH2:33]4)[CH2:28][CH2:27]3)[N:9]=[C:10]([C:11]3[CH:16]=[CH:15][C:14]([NH:17]C(=O)OC(C)(C)C)=[C:13]([Cl:25])[CH:12]=3)[C:3]=12.FC(F)(F)C(O)=O. (6) Given the product [CH3:13][CH:11]1[CH2:10][C:9](=[O:14])[CH:8]=[C:7]([B:17]2[O:21][C:20]([CH3:23])([CH3:22])[C:19]([CH3:25])([CH3:24])[O:18]2)[CH2:12]1, predict the reactants needed to synthesize it. The reactants are: FC(F)(F)S(O[C:7]1[CH2:12][CH:11]([CH3:13])[CH2:10][C:9](=[O:14])[CH:8]=1)(=O)=O.[B:17]1([B:17]2[O:21][C:20]([CH3:23])([CH3:22])[C:19]([CH3:25])([CH3:24])[O:18]2)[O:21][C:20]([CH3:23])([CH3:22])[C:19]([CH3:25])([CH3:24])[O:18]1.CC([O-])=O.[K+]. (7) Given the product [F:19][C:18]([F:20])([F:21])[C:15]1[CH:16]=[CH:17][C:12]([O:11][CH2:10][CH2:9][OH:8])=[CH:13][CH:14]=1, predict the reactants needed to synthesize it. The reactants are: [H-].[Al+3].[Li+].[H-].[H-].[H-].C[O:8][C:9](=O)[CH2:10][O:11][C:12]1[CH:17]=[CH:16][C:15]([C:18]([F:21])([F:20])[F:19])=[CH:14][CH:13]=1.O.[OH-].[Na+]. (8) Given the product [C:33]([N:21]1[CH2:22][CH2:23][C:24]2[N:25]=[C:17]([C:14]3[CH:13]=[CH:12][C:11]([O:10][CH2:9][CH2:8][CH2:7][N:3]4[CH2:4][CH2:5][CH2:6][CH:2]4[CH3:1])=[CH:16][CH:15]=3)[S:18][C:19]=2[CH2:20]1)(=[O:40])[C:34]1[CH:39]=[CH:38][CH:37]=[CH:36][CH:35]=1, predict the reactants needed to synthesize it. The reactants are: [CH3:1][CH:2]1[CH2:6][CH2:5][CH2:4][N:3]1[CH2:7][CH2:8][CH2:9][O:10][C:11]1[CH:16]=[CH:15][C:14]([C:17]2[S:18][C:19]3[CH2:20][NH:21][CH2:22][CH2:23][C:24]=3[N:25]=2)=[CH:13][CH:12]=1.C(N(CC)CC)C.[C:33](Cl)(=[O:40])[C:34]1[CH:39]=[CH:38][CH:37]=[CH:36][CH:35]=1.O. (9) Given the product [S:1]1[CH:5]=[CH:4][C:3]([C:6]2[N:11]3[N:12]=[C:13]([NH:15][C:17](=[O:24])[C:18]4[CH:23]=[CH:22][CH:21]=[N:20][CH:19]=4)[N:14]=[C:10]3[CH:9]=[CH:8][CH:7]=2)=[CH:2]1, predict the reactants needed to synthesize it. The reactants are: [S:1]1[CH:5]=[CH:4][C:3]([C:6]2[N:11]3[N:12]=[C:13]([NH2:15])[N:14]=[C:10]3[CH:9]=[CH:8][CH:7]=2)=[CH:2]1.Cl.[C:17](Cl)(=[O:24])[C:18]1[CH:23]=[CH:22][CH:21]=[N:20][CH:19]=1. (10) Given the product [O:2]1[CH:6]=[CH:5][C:4]([O:7][CH2:8][C@@H:9]2[O:13][C:12](=[O:14])[N:11]([C:15]3[CH:20]=[CH:19][C:18]([C:21]4[CH2:27][CH:26]5[N:28]([C:29](=[O:35])[CH2:30][OH:31])[CH:23]([CH2:24][CH2:25]5)[CH:22]=4)=[C:17]([F:36])[CH:16]=3)[CH2:10]2)=[N:3]1, predict the reactants needed to synthesize it. The reactants are: N.[O:2]1[CH:6]=[CH:5][C:4]([O:7][CH2:8][C@@H:9]2[O:13][C:12](=[O:14])[N:11]([C:15]3[CH:20]=[CH:19][C:18]([C:21]4[CH2:27][CH:26]5[N:28]([C:29](=[O:35])[CH2:30][O:31]C(=O)C)[CH:23]([CH2:24][CH2:25]5)[CH:22]=4)=[C:17]([F:36])[CH:16]=3)[CH2:10]2)=[N:3]1.